Dataset: Catalyst prediction with 721,799 reactions and 888 catalyst types from USPTO. Task: Predict which catalyst facilitates the given reaction. (1) Reactant: Cl[C:2]1[C:7]([N+:8]([O-:10])=[O:9])=[CH:6][CH:5]=[CH:4][N:3]=1.[NH2:11][C:12]1[CH:13]=[C:14]([CH:19]=[CH:20][CH:21]=1)[NH:15][C:16](=[O:18])[CH3:17].C(=O)([O-])[O-].[K+].[K+]. Product: [C:16]([NH:15][C:14]1[CH:13]=[C:12]([NH:11][C:2]2[C:7]([N+:8]([O-:10])=[O:9])=[CH:6][CH:5]=[CH:4][N:3]=2)[CH:21]=[CH:20][CH:19]=1)(=[O:18])[CH3:17]. The catalyst class is: 11. (2) Reactant: [NH3:1].[O:2]=[C:3]1[CH2:7][CH2:6][C:5](=[O:8])[N:4]1[CH2:9][CH2:10][S:11](Cl)(=[O:13])=[O:12]. Product: [O:2]=[C:3]1[CH2:7][CH2:6][C:5](=[O:8])[N:4]1[CH2:9][CH2:10][S:11]([NH2:1])(=[O:13])=[O:12]. The catalyst class is: 155. (3) Reactant: C(O[C:4]([C:6]1[S:7][C:8]([Cl:11])=[CH:9][CH:10]=1)=[NH:5])C.[OH:12][CH:13](O)[C:14](=O)[CH3:15].[NH3:18]. The catalyst class is: 5. Product: [Cl:11][C:8]1[S:7][C:6]([C:4]2[NH:5][C:14]([CH2:13][OH:12])=[CH:15][N:18]=2)=[CH:10][CH:9]=1. (4) Reactant: Cl[C:2]([O:4][CH:5]([Cl:7])[CH3:6])=[O:3].[CH3:8][O:9][CH2:10][CH2:11][O:12][CH2:13][CH2:14][O:15][CH2:16][CH2:17][O:18][CH2:19][CH2:20][O:21][CH2:22][CH2:23][O:24][CH2:25][CH2:26][OH:27].N1C=CC=CC=1. Product: [C:2](=[O:3])([O:27][CH2:26][CH2:25][O:24][CH2:23][CH2:22][O:21][CH2:20][CH2:19][O:18][CH2:17][CH2:16][O:15][CH2:14][CH2:13][O:12][CH2:11][CH2:10][O:9][CH3:8])[O:4][CH:5]([Cl:7])[CH3:6]. The catalyst class is: 2. (5) Product: [Br:8][C:9]1[CH:17]=[CH:16][C:15]([F:18])=[CH:14][C:10]=1[C:11]([O:13][CH3:19])=[O:12]. The catalyst class is: 5. Reactant: C[Si](C=[N+]=[N-])(C)C.[Br:8][C:9]1[CH:17]=[CH:16][C:15]([F:18])=[CH:14][C:10]=1[C:11]([OH:13])=[O:12].[C:19](O)(=O)C.